From a dataset of Catalyst prediction with 721,799 reactions and 888 catalyst types from USPTO. Predict which catalyst facilitates the given reaction. Reactant: [CH3:1][O:2][C:3](=[O:13])[C:4]1[CH:9]=[CH:8][C:7]([NH:10][CH2:11][CH3:12])=[CH:6][CH:5]=1.[CH2:14](Cl)[CH2:15]O.C(N(C(C)C)CC)(C)C.[OH2:27]. Product: [CH3:1][O:2][C:3](=[O:13])[C:4]1[CH:9]=[CH:8][C:7]([N:10]([CH2:14][CH3:15])[CH2:11][CH2:12][OH:27])=[CH:6][CH:5]=1. The catalyst class is: 13.